Dataset: Full USPTO retrosynthesis dataset with 1.9M reactions from patents (1976-2016). Task: Predict the reactants needed to synthesize the given product. (1) Given the product [C:1]([O:5][C:6]([CH:7]1[CH:23]([C:19]2[CH:20]=[CH:21][CH:22]=[C:17]([Br:16])[CH:18]=2)[C:24]([C:27]2[CH:32]=[CH:31][C:30]([Cl:33])=[CH:29][C:28]=2[F:34])([C:25]#[N:26])[CH:9]([CH2:10][C:11]([CH3:14])([CH3:13])[CH3:12])[NH:8]1)=[O:15])([CH3:4])([CH3:3])[CH3:2], predict the reactants needed to synthesize it. The reactants are: [C:1]([O:5][C:6](=[O:15])[CH2:7]/[N:8]=[CH:9]/[CH2:10][C:11]([CH3:14])([CH3:13])[CH3:12])([CH3:4])([CH3:3])[CH3:2].[Br:16][C:17]1[CH:18]=[C:19](/[CH:23]=[C:24](/[C:27]2[CH:32]=[CH:31][C:30]([Cl:33])=[CH:29][C:28]=2[F:34])\[C:25]#[N:26])[CH:20]=[CH:21][CH:22]=1.C(N(CC)CC)C. (2) Given the product [CH2:6]([O:5][C:3](=[O:4])[CH2:2][C:9]1([OH:8])[CH2:10][CH2:11][N:12]([C:15]([O:17][C:18]([CH3:20])([CH3:19])[CH3:21])=[O:16])[CH2:13][CH2:14]1)[CH3:7], predict the reactants needed to synthesize it. The reactants are: Br[CH2:2][C:3]([O:5][CH2:6][CH3:7])=[O:4].[O:8]=[C:9]1[CH2:14][CH2:13][N:12]([C:15]([O:17][C:18]([CH3:21])([CH3:20])[CH3:19])=[O:16])[CH2:11][CH2:10]1. (3) Given the product [CH:16]([C:15]1[N:43]=[C:44]([C:52]([Cl:54])([Cl:55])[Cl:53])[N:45]=[C:46]([C:48]([Cl:49])([Cl:50])[Cl:51])[N:47]=1)=[CH:17][C:18]1[CH:19]=[CH:20][CH:21]=[CH:22][CH:23]=1, predict the reactants needed to synthesize it. The reactants are: FC(F)(F)S([O-])(=O)=O.C(OC1[C:23]2[C:18](=[CH:19][C:20](OCCCC)=[CH:21][CH:22]=2)[C:17]([S+]2CCCC2)=[CH:16][CH:15]=1)CCC.CC1OC(C=CC2[N:47]=[C:46]([C:48]([Cl:51])([Cl:50])[Cl:49])[N:45]=[C:44]([C:52]([Cl:55])([Cl:54])[Cl:53])[N:43]=2)=CC=1. (4) Given the product [CH3:1][N:2]([CH3:8])[CH2:3][CH2:4][CH2:5][C:19]1([C:20]2[CH:25]=[CH:24][C:23]([F:26])=[CH:22][CH:21]=2)[C:18]2[C:11](=[CH:12][C:13]([C:14]#[N:15])=[CH:16][CH:17]=2)[CH2:10][O:27]1, predict the reactants needed to synthesize it. The reactants are: [CH3:1][N:2]([CH3:8])[CH2:3][CH2:4][CH2:5][Mg]Cl.Cl[CH2:10][C:11]1[CH:12]=[C:13]([CH:16]=[CH:17][C:18]=1[C:19](=[O:27])[C:20]1[CH:25]=[CH:24][C:23]([F:26])=[CH:22][CH:21]=1)[C:14]#[N:15].O.[NH4+].[Cl-]. (5) The reactants are: [CH3:1][O:2][C:3]1[CH:8]=[C:7]([N:9]2[CH2:14][CH2:13][O:12][CH2:11][CH2:10]2)[C:6]([N+:15]([O-])=O)=[CH:5][C:4]=1[NH:18][C:19]1[N:24]=[C:23]([N:25]2[CH:29]=[C:28]([CH:30]=O)[CH:27]=[N:26]2)[C:22]([CH3:32])=[CH:21][N:20]=1.Cl.[CH3:34][NH:35][CH:36]1[CH2:39][N:38]([CH3:40])[CH2:37]1. Given the product [CH3:1][O:2][C:3]1[C:4]([NH:18][C:19]2[N:24]=[C:23]([N:25]3[CH:29]=[C:28]([CH2:30][N:35]([CH3:34])[CH:36]4[CH2:39][N:38]([CH3:40])[CH2:37]4)[CH:27]=[N:26]3)[C:22]([CH3:32])=[CH:21][N:20]=2)=[CH:5][C:6]([NH:15][C:3](=[O:2])[CH:4]=[CH2:5])=[C:7]([N:9]2[CH2:14][CH2:13][O:12][CH2:11][CH2:10]2)[CH:8]=1, predict the reactants needed to synthesize it. (6) Given the product [CH2:1]([O:8][CH2:9][C@@H:10]([C:18]1[C:17]2[C:21](=[CH:22][CH:23]=[CH:24][C:16]=2[O:15][CH3:14])[N:20]([CH3:25])[CH:19]=1)[CH2:11][CH:12]=[O:13])[C:2]1[CH:7]=[CH:6][CH:5]=[CH:4][CH:3]=1, predict the reactants needed to synthesize it. The reactants are: [CH2:1]([O:8][CH2:9][CH:10]=[CH:11][CH:12]=[O:13])[C:2]1[CH:7]=[CH:6][CH:5]=[CH:4][CH:3]=1.[CH3:14][O:15][C:16]1[CH:24]=[CH:23][CH:22]=[C:21]2[C:17]=1[CH:18]=[CH:19][N:20]2[CH3:25].C(O)(C(F)(F)F)=O.C([C@@H]1N[C@H](C(C)(C)C)N(C)C1=O)C1C=CC=CC=1. (7) Given the product [NH:11]1[C:15]2[CH:16]=[CH:17][CH:18]=[CH:19][C:14]=2[N:13]=[C:12]1[C@H:8]([NH:9][C:10]([NH:31][CH2:30][CH2:29][C:25]1[CH:24]=[N:23][CH:28]=[CH:27][CH:26]=1)=[O:20])[CH2:7][C:6]1[CH:5]=[CH:4][C:3]([O:2][CH3:1])=[CH:22][CH:21]=1, predict the reactants needed to synthesize it. The reactants are: [CH3:1][O:2][C:3]1[CH:22]=[CH:21][C:6]([CH2:7][C@@H:8]2[C:12]3=[N:13][C:14]4[CH:19]=[CH:18][CH:17]=[CH:16][C:15]=4[N:11]3[C:10](=[O:20])[NH:9]2)=[CH:5][CH:4]=1.[N:23]1[CH:28]=[CH:27][CH:26]=[C:25]([CH2:29][CH2:30][NH2:31])[CH:24]=1.C(O)(C(F)(F)F)=O. (8) The reactants are: ClB(Cl)Cl.[CH3:5][O:6][C:7]1[CH:12]=[CH:11][CH:10]=[C:9]([NH2:13])[CH:8]=1.[C:14](#N)[CH3:15].[Cl-].[Al+3].[Cl-].[Cl-].[OH-:21].[Na+]. Given the product [NH2:13][C:9]1[CH:8]=[C:7]([O:6][CH3:5])[CH:12]=[CH:11][C:10]=1[C:14](=[O:21])[CH3:15], predict the reactants needed to synthesize it.